From a dataset of Forward reaction prediction with 1.9M reactions from USPTO patents (1976-2016). Predict the product of the given reaction. Given the reactants ClC1C=CC(N[C:9](OC(C2C=CC=CC=2)C(O)=O)=[O:10])=CC=1.C1C=C[C:25]2[N:30](O)[N:29]=[N:28][C:26]=2[CH:27]=1.[CH3:32][CH2:33][N:34]=C=NCCCN(C)C.C([N:45]([CH2:48][CH3:49])[CH2:46][CH3:47])C, predict the reaction product. The product is: [CH3:32][C:33]1[N:28]2[C:9](=[O:10])[N:30]([N:29]3[CH2:47][CH2:46][NH:45][CH2:48][CH2:49]3)[CH2:25][C:26]2=[CH:27][N:34]=1.